From a dataset of Full USPTO retrosynthesis dataset with 1.9M reactions from patents (1976-2016). Predict the reactants needed to synthesize the given product. (1) The reactants are: [CH2:1]([O:4][C:5]1[CH:10]=[C:9]([N+:11]([O-])=O)[CH:8]=[CH:7][C:6]=1[N:14]1[C:18]([CH3:19])=[N:17][CH:16]=[N:15]1)[CH:2]=[CH2:3].CO.[Cl-].[NH4+]. Given the product [CH2:1]([O:4][C:5]1[CH:10]=[C:9]([CH:8]=[CH:7][C:6]=1[N:14]1[C:18]([CH3:19])=[N:17][CH:16]=[N:15]1)[NH2:11])[CH:2]=[CH2:3], predict the reactants needed to synthesize it. (2) Given the product [CH:1]1[C:2]([CH2:10][C@@H:11]([NH2:28])[CH2:12][C:13]([N:15]2[CH2:27][C:19]3=[N:20][N:21]=[C:22]([C:23]([F:26])([F:25])[F:24])[N:18]3[CH2:17][CH2:16]2)=[O:14])=[C:3]([F:9])[CH:4]=[C:5]([F:8])[C:6]=1[F:7].[C:29]([O-:42])(=[O:41])/[CH:30]=[CH:31]/[C:32]1[CH:40]=[CH:39][C:37]([OH:38])=[C:34]([O:35][CH3:36])[CH:33]=1, predict the reactants needed to synthesize it. The reactants are: [CH:1]1[C:2]([CH2:10][C@@H:11]([NH2:28])[CH2:12][C:13]([N:15]2[CH2:27][C:19]3=[N:20][N:21]=[C:22]([C:23]([F:26])([F:25])[F:24])[N:18]3[CH2:17][CH2:16]2)=[O:14])=[C:3]([F:9])[CH:4]=[C:5]([F:8])[C:6]=1[F:7].[C:29]([OH:42])(=[O:41])/[CH:30]=[CH:31]/[C:32]1[CH:40]=[CH:39][C:37]([OH:38])=[C:34]([O:35][CH3:36])[CH:33]=1. (3) The reactants are: C(OC([N:8]1[CH2:12][C:11](=[O:13])[N:10]([C:14]2[CH:19]=[CH:18][C:17]([C:20]([N:22]3[CH2:27][CH2:26][N:25]([C:28]4[C:33]([CH3:34])=[CH:32][C:31]([CH3:35])=[CH:30][N:29]=4)[CH2:24][CH2:23]3)=[O:21])=[CH:16][CH:15]=2)[CH2:9]1)=O)(C)(C)C.Cl.CO.C(=O)([O-])O.[Na+]. Given the product [CH3:34][C:33]1[C:28]([N:25]2[CH2:24][CH2:23][N:22]([C:20]([C:17]3[CH:16]=[CH:15][C:14]([N:10]4[C:11](=[O:13])[CH2:12][NH:8][CH2:9]4)=[CH:19][CH:18]=3)=[O:21])[CH2:27][CH2:26]2)=[N:29][CH:30]=[C:31]([CH3:35])[CH:32]=1, predict the reactants needed to synthesize it. (4) Given the product [NH2:17][O:16][CH2:15][CH:14]([C:24]1[CH:29]=[CH:28][C:27]([F:30])=[CH:26][CH:25]=1)[CH:13]([C:12]1[C:5]2[C:43](=[CH:9][C:8]([F:10])=[CH:7][C:6]=2[F:11])[C:42](=[O:45])[NH:41][N:40]=1)[C:31]1[N:35]([CH3:36])[N:34]=[CH:33][N:32]=1, predict the reactants needed to synthesize it. The reactants are: COC(=O)C1[CH:9]=[C:8]([F:10])[CH:7]=[C:6]([F:11])[C:5]=1[C:12](=O)[CH:13]([C:31]1[N:35]([CH3:36])[N:34]=[CH:33][N:32]=1)[CH:14]([C:24]1[CH:29]=[CH:28][C:27]([F:30])=[CH:26][CH:25]=1)[CH2:15][O:16][N:17]1C(=O)CCC1=O.O.[NH2:40][NH2:41].[C:42]([OH:45])(=O)[CH3:43].